This data is from Catalyst prediction with 721,799 reactions and 888 catalyst types from USPTO. The task is: Predict which catalyst facilitates the given reaction. (1) Reactant: [CH3:1][C:2]([C:5]1[CH:10]=[CH:9][C:8]([S:11]([NH:14][C:15]2[N:20]=[C:19]([C:21]3[N:26]=[CH:25][CH:24]=[CH:23][N:22]=3)[N:18]=[C:17]([O:27][CH2:28][CH2:29][OH:30])[C:16]=2[O:31][C:32]2[C:37]([O:38][CH3:39])=[CH:36][CH:35]=[CH:34][CH:33]=2)(=[O:13])=[O:12])=[CH:7][CH:6]=1)([CH3:4])[CH3:3].O.[ClH:41]. Product: [CH3:4][C:2]([C:5]1[CH:10]=[CH:9][C:8]([S:11]([NH:14][C:15]2[C:16]([O:31][C:32]3[CH:33]=[CH:34][CH:35]=[CH:36][C:37]=3[O:38][CH3:39])=[C:17]([O:27][CH2:28][CH2:29][OH:30])[N:18]=[C:19]([C:21]3[N:22]=[CH:23][CH:24]=[CH:25][N:26]=3)[N:20]=2)(=[O:12])=[O:13])=[CH:7][CH:6]=1)([CH3:1])[CH3:3].[ClH:41]. The catalyst class is: 10. (2) Reactant: C1C=CC(P(C2C(C3C(P(C4C=CC=CC=4)C4C=CC=CC=4)=CC=C4C=3C=CC=C4)=C3C(C=CC=C3)=CC=2)C2C=CC=CC=2)=CC=1.Br[C:48]1[CH:53]=[CH:52][CH:51]=[CH:50][C:49]=1[CH3:54].C(=O)([O-])[O-].[Cs+].[Cs+].[F:61][C:62]([F:81])([F:80])[C:63]1[CH:68]=[CH:67][C:66]([NH:69][C:70]2[C:71]3[CH2:79][CH2:78][NH:77][CH2:76][C:72]=3[N:73]=[CH:74][N:75]=2)=[CH:65][CH:64]=1. Product: [C:49]1([CH3:54])[CH:50]=[CH:51][CH:52]=[CH:53][C:48]=1[N:77]1[CH2:78][CH2:79][C:71]2[C:70]([NH:69][C:66]3[CH:65]=[CH:64][C:63]([C:62]([F:81])([F:61])[F:80])=[CH:68][CH:67]=3)=[N:75][CH:74]=[N:73][C:72]=2[CH2:76]1. The catalyst class is: 584. (3) Reactant: CN(C=O)C.[F:6][C:7]([F:18])([F:17])[CH2:8][O:9][C:10]1[CH:15]=[CH:14][C:13]([OH:16])=[CH:12][CH:11]=1.[CH2:19](Br)[CH:20]=[CH2:21].C(=O)([O-])[O-].[Cs+].[Cs+]. Product: [F:6][C:7]([F:17])([F:18])[CH2:8][O:9][C:10]1[CH:11]=[CH:12][C:13]([O:16][CH2:21][CH:20]=[CH2:19])=[CH:14][CH:15]=1. The catalyst class is: 161. (4) Product: [CH2:1]([N:3]([CH2:22][CH2:23][OH:24])[C:4]1[CH:9]=[CH:8][C:7]([C:10]2[C:19]3[C:14](=[CH:15][CH:16]=[CH:17][CH:18]=3)[C:13](=[O:20])[C:12](=[N:26][OH:27])[CH:11]=2)=[CH:6][CH:5]=1)[CH3:2]. Reactant: [CH2:1]([N:3]([CH2:22][CH2:23][OH:24])[C:4]1[CH:9]=[CH:8][C:7]([C:10]2[C:19]3[C:14](=[CH:15][CH:16]=[CH:17][CH:18]=3)[C:13](=[O:20])[C:12](=O)[CH:11]=2)=[CH:6][CH:5]=1)[CH3:2].Cl.[NH2:26][OH:27]. The catalyst class is: 8. (5) Reactant: [Br:1][C:2]1[CH:3]=[CH:4][C:5]([C:11]([F:14])([F:13])[F:12])=[C:6]([CH:10]=1)[C:7]([OH:9])=O.N[C:16]1(C)[CH:25]=[C:24](C)[CH:23]=[C:18]([C:19]([O:21][CH3:22])=[O:20])[CH2:17]1.C[N:29]([CH3:31])C.[CH3:32]CCP1(OP(CCC)(=O)OP(CCC)(=O)O1)=O. Product: [Br:1][C:2]1[CH:3]=[CH:4][C:5]([C:11]([F:14])([F:13])[F:12])=[C:6]([CH:10]=1)[C:7]([NH:29][C:31]1[C:17]([CH3:32])=[C:18]([CH:23]=[CH:24][C:25]=1[CH3:16])[C:19]([O:21][CH3:22])=[O:20])=[O:9]. The catalyst class is: 2. (6) Reactant: [CH3:1][O:2][CH2:3][CH2:4][CH2:5][C:6]1[N:10]=[C:9]([CH2:11][N:12]2[C:17]3[CH:18]=[C:19]([C:21]4[CH:26]=[CH:25][CH:24]=[CH:23][CH:22]=4)[S:20][C:16]=3[C:15](=[O:27])[N:14]([CH:28]3[CH2:33][CH2:32][N:31](C(OC(C)(C)C)=O)[CH2:30][CH2:29]3)[C:13]2=[O:41])[O:8][N:7]=1.C(OCC)C.[ClH:47]. Product: [ClH:47].[CH3:1][O:2][CH2:3][CH2:4][CH2:5][C:6]1[N:10]=[C:9]([CH2:11][N:12]2[C:17]3[CH:18]=[C:19]([C:21]4[CH:26]=[CH:25][CH:24]=[CH:23][CH:22]=4)[S:20][C:16]=3[C:15](=[O:27])[N:14]([CH:28]3[CH2:29][CH2:30][NH:31][CH2:32][CH2:33]3)[C:13]2=[O:41])[O:8][N:7]=1. The catalyst class is: 12.